From a dataset of Catalyst prediction with 721,799 reactions and 888 catalyst types from USPTO. Predict which catalyst facilitates the given reaction. (1) Reactant: [CH3:1][O:2][C:3]1[N:8]=[C:7]([CH2:9]O)[CH:6]=[CH:5][CH:4]=1.[Br:11]C(Br)(Br)Br.C1(P(C2C=CC=CC=2)C2C=CC=CC=2)C=CC=CC=1. Product: [Br:11][CH2:9][C:7]1[CH:6]=[CH:5][CH:4]=[C:3]([O:2][CH3:1])[N:8]=1. The catalyst class is: 2. (2) Reactant: C[O:2][C:3](=[O:27])[C:4]1[CH:9]=[CH:8][C:7]([NH:10][C@@H:11]2[CH2:16][CH2:15][CH2:14][CH2:13][C@H:12]2[CH3:17])=[C:6]([NH:18][C:19](=O)[CH2:20][C:21]2[S:22][CH:23]=[CH:24][CH:25]=2)[CH:5]=1.Cl.O. Product: [CH3:17][C@@H:12]1[CH2:13][CH2:14][CH2:15][CH2:16][C@H:11]1[N:10]1[C:7]2[CH:8]=[CH:9][C:4]([C:3]([OH:2])=[O:27])=[CH:5][C:6]=2[N:18]=[C:19]1[CH2:20][C:21]1[S:22][CH:23]=[CH:24][CH:25]=1. The catalyst class is: 12. (3) Reactant: [N+:1]([C:4]1[CH:20]=[CH:19][C:7]2[C:8]3[CH:14]=[C:13]([S:15](O)(=[O:17])=[O:16])[CH:12]=[CH:11][C:9]=3[O:10][C:6]=2[CH:5]=1)([O-:3])=[O:2].S(Cl)([Cl:23])=O. Product: [N+:1]([C:4]1[CH:20]=[CH:19][C:7]2[C:8]3[CH:14]=[C:13]([S:15]([Cl:23])(=[O:17])=[O:16])[CH:12]=[CH:11][C:9]=3[O:10][C:6]=2[CH:5]=1)([O-:3])=[O:2]. The catalyst class is: 9. (4) Reactant: [Cl:1][C:2]1[CH:20]=[C:19]([NH:21][C:22]2[C:23]3[N:30]([CH2:31][CH2:32][O:33][CH2:34][CH2:35][OH:36])[CH:29]=[CH:28][C:24]=3[N:25]=[CH:26][N:27]=2)[CH:18]=[CH:17][C:3]=1[O:4][C:5]1[CH:6]=[C:7]([C:11](=O)[C:12]([CH3:15])([CH3:14])[CH3:13])[CH:8]=[CH:9][CH:10]=1.Cl.[CH2:38]([O:40][NH2:41])[CH3:39].C([O-])(=O)C.[Na+].Cl.C(OCC)(=O)C. Product: [ClH:1].[CH2:38]([O:40]/[N:41]=[C:11](\[C:7]1[CH:8]=[CH:9][CH:10]=[C:5]([O:4][C:3]2[CH:17]=[CH:18][C:19]([NH:21][C:22]3[C:23]4[N:30]([CH2:31][CH2:32][O:33][CH2:34][CH2:35][OH:36])[CH:29]=[CH:28][C:24]=4[N:25]=[CH:26][N:27]=3)=[CH:20][C:2]=2[Cl:1])[CH:6]=1)/[C:12]([CH3:14])([CH3:15])[CH3:13])[CH3:39]. The catalyst class is: 8. (5) Reactant: [H-].[Al+3].[Li+].[H-].[H-].[H-].[C:7]([O:11][C:12]([N:14]([CH2:33][C:34]1[CH:39]=[CH:38][C:37]([F:40])=[CH:36][C:35]=1[CH3:41])[C:15]1[N:16]=[CH:17][CH:18]=[C:19]2[C:23]([CH3:24])=[C:22]([C:25](OCC)=[O:26])[N:21]([CH2:30][CH2:31][CH3:32])[C:20]=12)=[O:13])([CH3:10])([CH3:9])[CH3:8].[OH-].[Na+]. Product: [F:40][C:37]1[CH:38]=[CH:39][C:34]([CH2:33][N:14]([C:15]2[N:16]=[CH:17][CH:18]=[C:19]3[C:23]([CH3:24])=[C:22]([CH2:25][OH:26])[N:21]([CH2:30][CH2:31][CH3:32])[C:20]=23)[C:12](=[O:13])[O:11][C:7]([CH3:8])([CH3:10])[CH3:9])=[C:35]([CH3:41])[CH:36]=1. The catalyst class is: 7. (6) Reactant: [NH2:1][C:2]1[C:3]([SH:12])=[C:4]([CH:8]=[C:9]([Cl:11])[CH:10]=1)[C:5]([OH:7])=[O:6].CN1C(=O)C[CH2:16][CH2:15]1.C(Cl)(=O)C. The catalyst class is: 13. Product: [Cl:11][C:9]1[CH:8]=[C:4]([C:5]([OH:7])=[O:6])[C:3]2[S:12][C:15]([CH3:16])=[N:1][C:2]=2[CH:10]=1. (7) Reactant: [Cl:1][C:2]1[CH:3]=[C:4]([NH:11][S:12]([C:15]2[CH:20]=[CH:19][C:18]([Cl:21])=[C:17]([C:22]([F:25])([F:24])[F:23])[CH:16]=2)(=[O:14])=[O:13])[C:5]([C:8](Cl)=[O:9])=[N:6][CH:7]=1.[C:26]([O:30][C:31]([N:33]1[C:41]2[C:36](=[CH:37][CH:38]=[CH:39][CH:40]=2)[C:35]([NH:42][CH2:43][CH3:44])=[N:34]1)=[O:32])([CH3:29])([CH3:28])[CH3:27]. Product: [C:26]([O:30][C:31]([N:33]1[C:41]2[C:36](=[CH:37][CH:38]=[CH:39][CH:40]=2)[C:35]([N:42]([C:8]([C:5]2[C:4]([NH:11][S:12]([C:15]3[CH:20]=[CH:19][C:18]([Cl:21])=[C:17]([C:22]([F:24])([F:23])[F:25])[CH:16]=3)(=[O:13])=[O:14])=[CH:3][C:2]([Cl:1])=[CH:7][N:6]=2)=[O:9])[CH2:43][CH3:44])=[N:34]1)=[O:32])([CH3:29])([CH3:28])[CH3:27]. The catalyst class is: 1.